Dataset: CYP3A4 inhibition data for predicting drug metabolism from PubChem BioAssay. Task: Regression/Classification. Given a drug SMILES string, predict its absorption, distribution, metabolism, or excretion properties. Task type varies by dataset: regression for continuous measurements (e.g., permeability, clearance, half-life) or binary classification for categorical outcomes (e.g., BBB penetration, CYP inhibition). Dataset: cyp3a4_veith. (1) The molecule is Cl.NCCCCCc1nnc(SCc2ccccc2Cl)o1. The result is 0 (non-inhibitor). (2) The molecule is O=C(O)CC12C[C@H]3C[C@@H](CC(O)(C3)C1)C2. The result is 0 (non-inhibitor).